Task: Predict the reactants needed to synthesize the given product.. Dataset: Full USPTO retrosynthesis dataset with 1.9M reactions from patents (1976-2016) (1) The reactants are: [Si:1]([N:8]1[C:23](=[O:24])[CH:22]2[CH:10]([CH:11]([CH2:25][O:26][CH:27]3[CH2:32][CH2:31][CH2:30][CH2:29][O:28]3)[CH2:12][C:13]3[NH:14][C:15]4[CH:16]=[CH:17][CH:18]=[CH:19][C:20]=4[C:21]=32)[C:9]1=[O:33])([C:4]([CH3:7])([CH3:6])[CH3:5])([CH3:3])[CH3:2].C(C1C(=O)C(Cl)=C(Cl)C(=O)C=1C#N)#N. Given the product [Si:1]([N:8]1[C:23](=[O:24])[C:22]2[C:21]3[C:20]4[CH:19]=[CH:18][CH:17]=[CH:16][C:15]=4[NH:14][C:13]=3[CH:12]=[C:11]([CH2:25][O:26][CH:27]3[CH2:32][CH2:31][CH2:30][CH2:29][O:28]3)[C:10]=2[C:9]1=[O:33])([C:4]([CH3:7])([CH3:5])[CH3:6])([CH3:2])[CH3:3], predict the reactants needed to synthesize it. (2) Given the product [CH3:23][C:22]([CH3:25])([CH3:24])[C:21]([O:27][CH2:28][N:12]1[C:11]2[N:10]=[CH:9][N:8]([CH2:1][C:2]3[CH:7]=[CH:6][CH:5]=[CH:4][CH:3]=3)[C:16]=2[C:15](=[O:17])[NH:14][C:13]1=[O:18])=[O:26], predict the reactants needed to synthesize it. The reactants are: [CH2:1]([N:8]1[C:16]2[C:15](=[O:17])[NH:14][C:13](=[O:18])[NH:12][C:11]=2[N:10]=[CH:9]1)[C:2]1[CH:7]=[CH:6][CH:5]=[CH:4][CH:3]=1.[H-].[Na+].[C:21]([O:27][CH2:28]Cl)(=[O:26])[C:22]([CH3:25])([CH3:24])[CH3:23]. (3) Given the product [CH2:9]([NH:1][C@@H:2]([C:5]([CH3:8])([CH3:7])[CH3:6])[CH2:3][OH:4])[C:10]1[CH:15]=[CH:14][CH:13]=[CH:12][CH:11]=1, predict the reactants needed to synthesize it. The reactants are: [NH2:1][C@@H:2]([C:5]([CH3:8])([CH3:7])[CH3:6])[CH2:3][OH:4].[CH:9](=O)[C:10]1[CH:15]=[CH:14][CH:13]=[CH:12][CH:11]=1.[BH4-].[Na+].